This data is from Full USPTO retrosynthesis dataset with 1.9M reactions from patents (1976-2016). The task is: Predict the reactants needed to synthesize the given product. (1) Given the product [CH2:19]([S:26]([NH:29][C:30]([CH:32]1[CH2:37][CH2:36][N:35]([C:2]2[C:12]([C:13]#[N:14])=[CH:11][C:5]([C:6]([O:8][CH2:9][CH3:10])=[O:7])=[C:4]([CH2:15][CH2:16][O:17][CH3:18])[N:3]=2)[CH2:34][CH2:33]1)=[O:31])(=[O:27])=[O:28])[C:20]1[CH:21]=[CH:22][CH:23]=[CH:24][CH:25]=1, predict the reactants needed to synthesize it. The reactants are: Cl[C:2]1[C:12]([C:13]#[N:14])=[CH:11][C:5]([C:6]([O:8][CH2:9][CH3:10])=[O:7])=[C:4]([CH2:15][CH2:16][O:17][CH3:18])[N:3]=1.[CH2:19]([S:26]([NH:29][C:30]([CH:32]1[CH2:37][CH2:36][NH:35][CH2:34][CH2:33]1)=[O:31])(=[O:28])=[O:27])[C:20]1[CH:25]=[CH:24][CH:23]=[CH:22][CH:21]=1.CCN(C(C)C)C(C)C. (2) Given the product [CH:1]1([N:4]2[C:8]3[C:9]([O:23][C@@H:24]([C@H:26]4[CH2:30][NH:29][C:28](=[O:41])[CH2:27]4)[CH3:25])=[N:10][C:11]([C:13]4[CH:18]=[CH:17][C:16]([O:19][CH3:20])=[C:15]([O:21][CH3:22])[CH:14]=4)=[CH:12][C:7]=3[N:6]=[CH:5]2)[CH2:3][CH2:2]1, predict the reactants needed to synthesize it. The reactants are: [CH:1]1([N:4]2[C:8]3[C:9]([O:23][C@@H:24]([C@H:26]4[CH2:30][N:29]([C@@H](C5C=CC(OC)=CC=5)C)[C:28](=[O:41])[CH2:27]4)[CH3:25])=[N:10][C:11]([C:13]4[CH:18]=[CH:17][C:16]([O:19][CH3:20])=[C:15]([O:21][CH3:22])[CH:14]=4)=[CH:12][C:7]=3[N:6]=[CH:5]2)[CH2:3][CH2:2]1. (3) Given the product [Cl:1][C:2]1[C:3]([F:24])=[C:4]([NH:9][C:10]2[C:19]3[C:14](=[CH:15][C:16]([O:26][CH3:25])=[C:17]([N+:20]([O-:22])=[O:21])[CH:18]=3)[N:13]=[CH:12][N:11]=2)[CH:5]=[CH:6][C:7]=1[F:8], predict the reactants needed to synthesize it. The reactants are: [Cl:1][C:2]1[C:3]([F:24])=[C:4]([NH:9][C:10]2[C:19]3[C:14](=[CH:15][C:16](F)=[C:17]([N+:20]([O-:22])=[O:21])[CH:18]=3)[N:13]=[CH:12][N:11]=2)[CH:5]=[CH:6][C:7]=1[F:8].[CH3:25][O-:26].[Na+].O. (4) Given the product [F:34][C:2]([F:33])([F:1])[C:3]1[CH:28]=[C:27]([C:29]([F:31])([F:32])[F:30])[CH:26]=[CH:25][C:4]=1[CH2:5][N:6]1[C:14]2[C:9](=[CH:10][C:11]([CH:15]=[C:16]3[S:20][C:19]([N:36]([CH2:37][C:38]([OH:40])=[O:39])[CH3:35])=[N:18][C:17]3=[O:24])=[CH:12][CH:13]=2)[CH:8]=[N:7]1, predict the reactants needed to synthesize it. The reactants are: [F:1][C:2]([F:34])([F:33])[C:3]1[CH:28]=[C:27]([C:29]([F:32])([F:31])[F:30])[CH:26]=[CH:25][C:4]=1[CH2:5][N:6]1[C:14]2[C:9](=[CH:10][C:11]([CH:15]=[C:16]3[S:20][C:19](SCC)=[N:18][C:17]3=[O:24])=[CH:12][CH:13]=2)[CH:8]=[N:7]1.[CH3:35][NH:36][CH2:37][C:38]([OH:40])=[O:39]. (5) Given the product [Br:14][C:6]1[CH:5]=[CH:4][N:3]=[C:2]([CH3:1])[C:7]=1[N+:8]([O-:10])=[O:9], predict the reactants needed to synthesize it. The reactants are: [CH3:1][C:2]1[C:7]([N+:8]([O-:10])=[O:9])=[C:6](O)[CH:5]=[CH:4][N:3]=1.P(Br)(Br)([Br:14])=O.ClCCl. (6) Given the product [CH3:1][C:2]1([CH3:12])[O:6][C:5](=[CH:7][C:8]([N:15]([O:14][CH3:13])[CH2:16][C:17]2[CH:18]=[CH:19][C:20]([C:23]([F:24])([F:25])[F:26])=[CH:21][CH:22]=2)=[O:9])[C:4](=[O:11])[O:3]1, predict the reactants needed to synthesize it. The reactants are: [CH3:1][C:2]1([CH3:12])[O:6][C:5](=[CH:7][C:8](Cl)=[O:9])[C:4](=[O:11])[O:3]1.[CH3:13][O:14][NH:15][CH2:16][C:17]1[CH:22]=[CH:21][C:20]([C:23]([F:26])([F:25])[F:24])=[CH:19][CH:18]=1. (7) Given the product [Br:1][C:2]1[CH:7]=[CH:6][C:5]([O:8][CH:20]2[CH2:24][CH2:23][CH2:22][CH2:21]2)=[C:4]([C:9]2[O:10][C:11]3[CH:17]=[CH:16][C:15]([CH3:18])=[CH:14][C:12]=3[N:13]=2)[CH:3]=1, predict the reactants needed to synthesize it. The reactants are: [Br:1][C:2]1[CH:7]=[CH:6][C:5]([OH:8])=[C:4]([C:9]2[O:10][C:11]3[CH:17]=[CH:16][C:15]([CH3:18])=[CH:14][C:12]=3[N:13]=2)[CH:3]=1.Br[CH:20]1[CH2:24][CH2:23][CH2:22][CH2:21]1.